Dataset: Catalyst prediction with 721,799 reactions and 888 catalyst types from USPTO. Task: Predict which catalyst facilitates the given reaction. (1) Reactant: [Cl:1][C:2]1[NH:3][C:4]([CH:13]=[O:14])=[C:5]([CH3:12])[C:6]=1[C:7]([O:9]CC)=[O:8].Cl. Product: [Cl:1][C:2]1[NH:3][C:4]([CH:13]=[O:14])=[C:5]([CH3:12])[C:6]=1[C:7]([OH:9])=[O:8]. The catalyst class is: 74. (2) Reactant: [Cl:1][C:2]1[C:10]2[N:9]=[C:8]([NH:11][C:12]3[C:17]([Cl:18])=[CH:16][C:15]([Cl:19])=[CH:14][N:13]=3)[N:7]([CH2:20][CH2:21][CH2:22][CH2:23]O)[C:6]=2[C:5]([C:25]([O:27][CH3:28])=[O:26])=[CH:4][CH:3]=1.C(N(CC)CC)C.CS(Cl)(=O)=O.C(=O)([O-])[O-].[K+].[K+]. Product: [Cl:1][C:2]1[CH:3]=[CH:4][C:5]([C:25]([O:27][CH3:28])=[O:26])=[C:6]2[C:10]=1[N:9]=[C:8]1[N:11]([C:12]3[C:17]([Cl:18])=[CH:16][C:15]([Cl:19])=[CH:14][N:13]=3)[CH2:23][CH2:22][CH2:21][CH2:20][N:7]21. The catalyst class is: 54. (3) Reactant: [CH3:1][N:2]1[CH2:7][CH2:6][N:5]([C:8]2[CH:13]=[C:12]([N:14]3[CH:23]([CH3:24])[CH2:22][C:21]4[C:16](=[CH:17][C:18]([C:25]5[CH2:26][CH2:27][NH:28][CH2:29][CH:30]=5)=[CH:19][CH:20]=4)[CH2:15]3)[N:11]=[C:10]([NH2:31])[N:9]=2)[CH2:4][CH2:3]1.C(N(CC)C(C)C)(C)C.[N:41]([CH:44]1[CH2:48][CH2:47][CH2:46][CH2:45]1)=[C:42]=[O:43]. Product: [NH2:31][C:10]1[N:11]=[C:12]([N:14]2[CH:23]([CH3:24])[CH2:22][C:21]3[C:16](=[CH:17][C:18]([C:25]4[CH2:26][CH2:27][N:28]([C:42]([NH:41][CH:44]5[CH2:48][CH2:47][CH2:46][CH2:45]5)=[O:43])[CH2:29][CH:30]=4)=[CH:19][CH:20]=3)[CH2:15]2)[CH:13]=[C:8]([N:5]2[CH2:6][CH2:7][N:2]([CH3:1])[CH2:3][CH2:4]2)[N:9]=1. The catalyst class is: 405.